This data is from Peptide-MHC class II binding affinity with 134,281 pairs from IEDB. The task is: Regression. Given a peptide amino acid sequence and an MHC pseudo amino acid sequence, predict their binding affinity value. This is MHC class II binding data. (1) The peptide sequence is FCALILAYSNKTVGE. The MHC is DRB1_0401 with pseudo-sequence DRB1_0401. The binding affinity (normalized) is 0.373. (2) The peptide sequence is YDKFLANVSTVLNGK. The MHC is DRB1_0101 with pseudo-sequence DRB1_0101. The binding affinity (normalized) is 0.810.